This data is from Forward reaction prediction with 1.9M reactions from USPTO patents (1976-2016). The task is: Predict the product of the given reaction. Given the reactants [C:1]([C:3]1[C:4]([N:22]2[CH2:27][CH2:26][CH:25]([C:28]([OH:30])=O)[CH2:24][CH2:23]2)=[N:5][C:6]([O:14]S(C(F)(F)F)(=O)=O)=[C:7]([C:9]([O:11][CH2:12][CH3:13])=[O:10])[CH:8]=1)#[N:2].CN(C(O[N:39]1[N:47]=[N:46][C:41]2[CH:42]=[CH:43][CH:44]=[CH:45][C:40]1=2)=[N+](C)C)C.[B-](F)(F)(F)F.CCN(C(C)C)C(C)C.[C:62]1([CH2:68][S:69]([NH2:72])(=[O:71])=[O:70])[CH:67]=[CH:66][CH:65]=[CH:64][CH:63]=1.C([O-])(O)=O.[Na+], predict the reaction product. The product is: [N:46]1([O:14][C:6]2[N:5]=[C:4]([N:22]3[CH2:27][CH2:26][CH:25]([C:28](=[O:30])[NH:72][S:69]([CH2:68][C:62]4[CH:63]=[CH:64][CH:65]=[CH:66][CH:67]=4)(=[O:70])=[O:71])[CH2:24][CH2:23]3)[C:3]([C:1]#[N:2])=[CH:8][C:7]=2[C:9]([O:11][CH2:12][CH3:13])=[O:10])[C:41]2[CH:42]=[CH:43][CH:44]=[CH:45][C:40]=2[N:39]=[N:47]1.